Dataset: Forward reaction prediction with 1.9M reactions from USPTO patents (1976-2016). Task: Predict the product of the given reaction. Given the reactants N1([O:10][C:11]2[C:12]3[N:13]=[CH:14][N:15]([C:38]=3[N:39]=[CH:40][N:41]=2)[C@@H:16]2[O:37][C@H:27]([CH2:28][O:29][Si:30]([C:33]([CH3:36])([CH3:35])[CH3:34])([CH3:32])[CH3:31])[C@@H:18]([O:19][Si:20]([C:23]([CH3:26])([CH3:25])[CH3:24])([CH3:22])[CH3:21])[CH2:17]2)C2C=CC=CC=2N=N1.[C:42]([O-])([O-])=O.[Cs+].[Cs+], predict the reaction product. The product is: [Si:30]([O:29][C@@H:28]1[C@@H:27]([CH2:18][O:19][Si:20]([C:23]([CH3:25])([CH3:26])[CH3:24])([CH3:22])[CH3:21])[O:37][C@@H:16]([N:15]2[C:38]3[N:39]=[CH:40][N:41]=[C:11]([O:10][CH3:42])[C:12]=3[N:13]=[CH:14]2)[CH2:17]1)([C:33]([CH3:36])([CH3:35])[CH3:34])([CH3:31])[CH3:32].